This data is from Reaction yield outcomes from USPTO patents with 853,638 reactions. The task is: Predict the reaction yield, written as a fraction of the theoretical maximum amount of product (1.0 means a 100% yield; for example, 0.34 means a 34% yield). (1) The reactants are [C:1]([O:4]CC(=O)CC1C=CC(Cl)=C(Cl)C=1)(=[O:3])[CH3:2].Cl[CH2:18][C:19](=[O:31])[CH2:20][C:21]1[C:22]2[CH:29]=[C:28]([Cl:30])[CH:27]=[CH:26][C:23]=2[S:24][CH:25]=1.C(O)(=O)C.C(N(CC)CC)C. No catalyst specified. The product is [C:1]([O:4][CH2:18][C:19](=[O:31])[CH2:20][C:21]1[C:22]2[CH:29]=[C:28]([Cl:30])[CH:27]=[CH:26][C:23]=2[S:24][CH:25]=1)(=[O:3])[CH3:2]. The yield is 0.570. (2) The product is [F:19][C:2]([F:1])([C:8]1[CH:13]=[CH:12][C:11]([O:14][CH:15]([CH3:17])[CH3:16])=[CH:10][C:9]=1[F:18])[C:3]([OH:5])=[O:4]. The catalyst is O. The reactants are [F:1][C:2]([F:19])([C:8]1[CH:13]=[CH:12][C:11]([O:14][CH:15]([CH3:17])[CH3:16])=[CH:10][C:9]=1[F:18])[C:3]([O:5]CC)=[O:4].O1CCCC1.CO.O.[OH-].[Li+]. The yield is 0.890. (3) The reactants are Cl[C:2]1[N:11]=[C:10]([N:12]2[CH2:17][CH2:16][O:15][CH2:14][CH2:13]2)[C:9]2[C:4](=[C:5]3[CH:20]=[CH:19][N:18]([CH2:21][CH2:22][N:23]([CH3:25])[CH3:24])[C:6]3=[CH:7][CH:8]=2)[N:3]=1.[NH2:26][C:27]1[N:32]=[CH:31][C:30](B(O)O)=[CH:29][N:28]=1. No catalyst specified. The product is [CH3:24][N:23]([CH3:25])[CH2:22][CH2:21][N:18]1[C:6]2=[CH:7][CH:8]=[C:9]3[C:4]([N:3]=[C:2]([C:30]4[CH:29]=[N:28][C:27]([NH2:26])=[N:32][CH:31]=4)[N:11]=[C:10]3[N:12]3[CH2:17][CH2:16][O:15][CH2:14][CH2:13]3)=[C:5]2[CH:20]=[CH:19]1. The yield is 0.400. (4) The product is [F:1][C:2]1[CH:25]=[C:24]([N+:26]([O-:28])=[O:27])[CH:23]=[CH:22][C:3]=1[O:4][C:5]1[CH:10]=[CH:9][N:8]=[C:7]2[CH:11]=[C:12]([C:14]3[N:15]([CH3:21])[C:16]([CH2:19][NH:33][CH2:32][CH2:31][O:30][CH3:29])=[CH:17][N:18]=3)[S:13][C:6]=12. The reactants are [F:1][C:2]1[CH:25]=[C:24]([N+:26]([O-:28])=[O:27])[CH:23]=[CH:22][C:3]=1[O:4][C:5]1[CH:10]=[CH:9][N:8]=[C:7]2[CH:11]=[C:12]([C:14]3[N:15]([CH3:21])[C:16]([CH:19]=O)=[CH:17][N:18]=3)[S:13][C:6]=12.[CH3:29][O:30][CH2:31][CH2:32][NH2:33].C(O)(=O)C.C(O[BH-](OC(=O)C)OC(=O)C)(=O)C.[Na+]. The yield is 1.00. The catalyst is C(Cl)Cl.